From a dataset of Retrosynthesis with 50K atom-mapped reactions and 10 reaction types from USPTO. Predict the reactants needed to synthesize the given product. (1) Given the product CCNC(=O)Nc1cc(-c2nc(-c3cccc(OC)n3)cs2)c(-c2cncc(C(=O)O)n2)cn1, predict the reactants needed to synthesize it. The reactants are: CCNC(=O)Nc1cc(-c2nc(-c3cccc(OC)n3)cs2)c(B(O)O)cn1.O=C(O)c1cncc(Cl)n1. (2) Given the product CN1CCC(F)(COc2ccc(S(N)(=O)=O)cc2Cl)CC1, predict the reactants needed to synthesize it. The reactants are: CN1CCC(F)(CO)CC1.NS(=O)(=O)c1ccc(F)c(Cl)c1.